This data is from Catalyst prediction with 721,799 reactions and 888 catalyst types from USPTO. The task is: Predict which catalyst facilitates the given reaction. (1) Reactant: C(NC1C=[C:12]([CH:51]=C(C)C=1)[C:13]([NH:15][C@@H:16]([CH2:42][C:43]1[CH:48]=[C:47]([F:49])[CH:46]=[C:45]([F:50])[CH:44]=1)[C@@H:17]([C@H:26]1[CH2:30][C@@H:29]([O:31][CH2:32][CH2:33][CH3:34])[CH2:28][N:27]1C(OC(C)(C)C)=O)[O:18][Si](C(C)(C)C)(C)C)=[O:14])(=O)C1C=CC=CC=1.[Si](O[C@H]([C@H]1C[C@@H](OCCC)CN1C(OC(C)(C)C)=O)[C@@H](NC(=O)C1C=[C:80]([C:82]2[O:83][CH:84]=[CH:85][N:86]=2)[CH:79]=[C:78]([C:87]([N:89]2[CH2:93][CH2:92][CH2:91][C@@H:90]2[CH2:94][O:95][CH3:96])=[O:88])[CH:77]=1)CC1C=C(F)C=C(F)C=1)(C(C)(C)C)(C)C.COC[C@H]1CCCN1C(C1C=C(C=C(C2OC=CN=2)C=1)C(O)=O)=O.CCN(C(C)C)C(C)C.CN(C(ON1N=NC2C=CC=NC1=2)=[N+](C)C)C.F[P-](F)(F)(F)(F)F. Product: [F:49][C:47]1[CH:48]=[C:43]([CH2:42][C@H:16]([NH:15][C:13](=[O:14])[C:12]2[CH:51]=[C:80]([C:82]3[O:83][CH:84]=[CH:85][N:86]=3)[CH:79]=[C:78]([C:87]([N:89]3[CH2:93][CH2:92][CH2:91][C@@H:90]3[CH2:94][O:95][CH3:96])=[O:88])[CH:77]=2)[C@H:17]([OH:18])[C@H:26]2[CH2:30][C@@H:29]([O:31][CH2:32][CH2:33][CH3:34])[CH2:28][NH:27]2)[CH:44]=[C:45]([F:50])[CH:46]=1. The catalyst class is: 4. (2) Reactant: Cl.[CH2:2]([O:4][C:5](=[O:10])[C@H:6]([CH2:8][SH:9])[NH2:7])[CH3:3].C([O-])(=O)C.[K+].CC(C)=O.O.[CH3:21][N:22]1[C:27]([C:28]([F:31])([F:30])[F:29])=[CH:26][C:25](=[O:32])[N:24]([C:33]2[CH:34]=[CH:35][C:36]3[S:40][N:39]=[C:38]([CH:41]=O)[C:37]=3[CH:43]=2)[C:23]1=[O:44]. Product: [CH3:21][N:22]1[C:27]([C:28]([F:29])([F:30])[F:31])=[CH:26][C:25](=[O:32])[N:24]([C:33]2[CH:34]=[CH:35][C:36]3[S:40][N:39]=[C:38]([C@@H:41]4[NH:7][CH:6]([C:5]([O:4][CH2:2][CH3:3])=[O:10])[CH2:8][S:9]4)[C:37]=3[CH:43]=2)[C:23]1=[O:44]. The catalyst class is: 21.